Predict the reactants needed to synthesize the given product. From a dataset of Full USPTO retrosynthesis dataset with 1.9M reactions from patents (1976-2016). Given the product [NH2:11][CH2:10][CH2:9][CH2:8][N:5]1[CH2:4][CH2:3][CH:2]([OH:1])[CH2:7][CH2:6]1, predict the reactants needed to synthesize it. The reactants are: [OH:1][CH:2]1[CH2:7][CH2:6][N:5]([CH2:8][CH2:9][CH2:10][NH:11]C(=O)OCC2C=CC=CC=2)[CH2:4][CH2:3]1.